This data is from Peptide-MHC class I binding affinity with 185,985 pairs from IEDB/IMGT. The task is: Regression. Given a peptide amino acid sequence and an MHC pseudo amino acid sequence, predict their binding affinity value. This is MHC class I binding data. (1) The binding affinity (normalized) is 0.0847. The peptide sequence is IAQLNRPAM. The MHC is HLA-A02:01 with pseudo-sequence HLA-A02:01. (2) The peptide sequence is PEIRRWIIF. The MHC is HLA-B27:05 with pseudo-sequence HLA-B27:05. The binding affinity (normalized) is 0.0847.